From a dataset of Catalyst prediction with 721,799 reactions and 888 catalyst types from USPTO. Predict which catalyst facilitates the given reaction. (1) Reactant: [F:1][C:2]([F:16])([F:15])[C:3]1[CH:14]=[CH:13][C:6]2[CH:7]=[C:8]([C:10](O)=[O:11])[S:9][C:5]=2[CH:4]=1.C1N=CN(C(N2C=NC=C2)=O)C=1.[CH3:29][NH:30][O:31][CH3:32]. Product: [CH3:29][N:30]([O:31][CH3:32])[C:10]([C:8]1[S:9][C:5]2[CH:4]=[C:3]([C:2]([F:16])([F:15])[F:1])[CH:14]=[CH:13][C:6]=2[CH:7]=1)=[O:11]. The catalyst class is: 2. (2) The catalyst class is: 10. Product: [C:1]([NH:4][CH2:5][CH2:6][NH:7][C:8]1[N:13]=[C:12]([C:14]2[CH:19]=[CH:18][CH:17]=[CH:16][CH:15]=2)[N:11]=[C:10]([NH:20][C:21](=[O:24])[CH2:22][N:35]2[CH2:36][CH2:37][CH:32]([CH2:31][C:30]3[CH:29]=[CH:28][C:27]([O:26][CH3:25])=[CH:39][CH:38]=3)[CH2:33][CH2:34]2)[CH:9]=1)(=[O:3])[CH3:2]. Reactant: [C:1]([NH:4][CH2:5][CH2:6][NH:7][C:8]1[N:13]=[C:12]([C:14]2[CH:19]=[CH:18][CH:17]=[CH:16][CH:15]=2)[N:11]=[C:10]([NH:20][C:21](=[O:24])[CH2:22]Cl)[CH:9]=1)(=[O:3])[CH3:2].[CH3:25][O:26][C:27]1[CH:39]=[CH:38][C:30]([CH2:31][CH:32]2[CH2:37][CH2:36][NH:35][CH2:34][CH2:33]2)=[CH:29][CH:28]=1.CCN(C(C)C)C(C)C.C1COCC1. (3) Product: [CH3:1][O:2][C:3](=[O:12])[CH2:4][C:5]1[CH:10]=[CH:9][C:8]([S:11][CH2:13][O:14][CH3:15])=[CH:7][CH:6]=1. Reactant: [CH3:1][O:2][C:3](=[O:12])[CH2:4][C:5]1[CH:10]=[CH:9][C:8]([SH:11])=[CH:7][CH:6]=1.[CH3:13][O:14][CH2:15]Cl. The catalyst class is: 852. (4) Reactant: C(OC([NH:8][CH2:9][CH2:10][CH:11]1[CH2:16][CH2:15][CH2:14][N:13]([C:17]([NH2:19])=[O:18])[CH2:12]1)=O)(C)(C)C.S(=O)(=O)(O)O. Product: [NH2:8][CH2:9][CH2:10][CH:11]1[CH2:16][CH2:15][CH2:14][N:13]([C:17]([NH2:19])=[O:18])[CH2:12]1. The catalyst class is: 71. (5) Product: [F:22][C:23]([F:28])([F:27])[C:24]([OH:26])=[O:25].[S:1]1[C:5]2[CH:6]=[CH:7][CH:8]=[CH:9][C:4]=2[N:3]=[C:2]1[N:10]1[CH2:11][CH:12]([NH2:14])[CH2:13]1. The catalyst class is: 2. Reactant: [S:1]1[C:5]2[CH:6]=[CH:7][CH:8]=[CH:9][C:4]=2[N:3]=[C:2]1[N:10]1[CH2:13][CH:12]([NH:14]C(=O)OC(C)(C)C)[CH2:11]1.[F:22][C:23]([F:28])([F:27])[C:24]([OH:26])=[O:25]. (6) Reactant: [CH2:1]([O:3][C:4](=[O:46])[CH2:5][C@H:6]1[CH2:11][CH2:10][C@H:9]([CH2:12][NH:13][CH2:14][CH2:15][C:16]2[C:21]([CH2:22][N:23]([CH2:30][C:31]3[CH:36]=[C:35]([C:37]([F:40])([F:39])[F:38])[CH:34]=[C:33]([C:41]([F:44])([F:43])[F:42])[CH:32]=3)[C:24]3[N:25]=[N:26][N:27]([CH3:29])[N:28]=3)=[CH:20][C:19](Br)=[CH:18][N:17]=2)[CH2:8][CH2:7]1)[CH3:2].[C:47]1(B(O)O)[CH:52]=[CH:51][CH:50]=[CH:49][CH:48]=1.C(=O)([O-])[O-].[Na+].[Na+]. Product: [CH2:1]([O:3][C:4](=[O:46])[CH2:5][C@H:6]1[CH2:11][CH2:10][C@H:9]([CH2:12][NH:13][CH2:14][CH2:15][C:16]2[C:21]([CH2:22][N:23]([CH2:30][C:31]3[CH:36]=[C:35]([C:37]([F:40])([F:39])[F:38])[CH:34]=[C:33]([C:41]([F:44])([F:43])[F:42])[CH:32]=3)[C:24]3[N:25]=[N:26][N:27]([CH3:29])[N:28]=3)=[CH:20][C:19]([C:47]3[CH:52]=[CH:51][CH:50]=[CH:49][CH:48]=3)=[CH:18][N:17]=2)[CH2:8][CH2:7]1)[CH3:2]. The catalyst class is: 1. (7) Reactant: [Cl:1][C:2]1[CH:10]=[C:9]2[C:5]([C:6]([C:11]([O:13]C)=[O:12])=[CH:7][NH:8]2)=[CH:4][C:3]=1[C:15]1[CH:20]=[CH:19][C:18]([O:21][C@H:22]2[CH2:27][CH2:26][CH2:25][CH2:24][C@@H:23]2[OH:28])=[CH:17][CH:16]=1.[OH-].[Na+]. Product: [Cl:1][C:2]1[CH:10]=[C:9]2[C:5]([C:6]([C:11]([OH:13])=[O:12])=[CH:7][NH:8]2)=[CH:4][C:3]=1[C:15]1[CH:16]=[CH:17][C:18]([O:21][C@H:22]2[CH2:27][CH2:26][CH2:25][CH2:24][C@@H:23]2[OH:28])=[CH:19][CH:20]=1. The catalyst class is: 5. (8) Reactant: Br[C:2]1[CH:7]=[C:6]([O:8][CH3:9])[CH:5]=[CH:4][C:3]=1[O:10][CH3:11].N#N.[CH3:14][CH2:15][OH:16].[Li][CH:18](CC)C.C1CCCCC1.B(F)(F)F.C(OCC)C. Product: [CH3:11][O:10][C:3]1[CH:4]=[CH:5][C:6]([O:8][CH3:9])=[CH:7][C:2]=1[CH2:14][C@H:15]([OH:16])[CH3:18]. The catalyst class is: 1.